Dataset: Reaction yield outcomes from USPTO patents with 853,638 reactions. Task: Predict the reaction yield, written as a fraction of the theoretical maximum amount of product (1.0 means a 100% yield; for example, 0.34 means a 34% yield). (1) The reactants are [Br:1][C:2]1[CH:11]=[CH:10][C:9]2[C:4](=[C:5]([N+:12]([O-])=O)[CH:6]=[CH:7][CH:8]=2)[CH:3]=1. The catalyst is O.[Fe]. The product is [NH2:12][C:5]1[CH:6]=[CH:7][CH:8]=[C:9]2[C:4]=1[CH:3]=[C:2]([Br:1])[CH:11]=[CH:10]2. The yield is 0.620. (2) The reactants are [K+].[S:2]([C:6]1[CH:14]=[CH:13][C:9]([C:10]([O-:12])=O)=[CH:8][CH:7]=1)([OH:5])(=[O:4])=O.[Cl:15][C:16]1[CH:17]=[C:18]([CH:21]=[CH:22][C:23]=1[C:24]([F:27])([F:26])[F:25])[CH2:19][NH2:20].S(Cl)([Cl:30])=O. No catalyst specified. The product is [Cl:15][C:16]1[CH:17]=[C:18]([CH:21]=[CH:22][C:23]=1[C:24]([F:25])([F:26])[F:27])[CH2:19][NH:20][C:10]([C:9]1[CH:8]=[CH:7][C:6]([S:2]([Cl:30])(=[O:4])=[O:5])=[CH:14][CH:13]=1)=[O:12]. The yield is 0.450. (3) The reactants are Cl[C:2]1[N:7]=[CH:6][N:5]=[C:4]([NH2:8])[CH:3]=1.CO[C:11]1[N:16]=[CH:15][C:14](B(O)O)=[CH:13]N=1.[C:20]([O-])([O-])=O.[Na+].[Na+]. The catalyst is COCCOC.CCO.O.Cl[Pd](Cl)([P](C1C=CC=CC=1)(C1C=CC=CC=1)C1C=CC=CC=1)[P](C1C=CC=CC=1)(C1C=CC=CC=1)C1C=CC=CC=1. The product is [N:16]1[CH:11]=[CH:20][CH:13]=[C:14]([C:2]2[N:7]=[CH:6][N:5]=[C:4]([NH2:8])[CH:3]=2)[CH:15]=1. The yield is 0.510. (4) The reactants are [Si:1]([O:8][CH2:9][C:10]1([NH2:13])[CH2:12][CH2:11]1)([C:4]([CH3:7])([CH3:6])[CH3:5])([CH3:3])[CH3:2].[O:14]1[C:16]2([CH2:21][CH2:20][N:19]([C:22]([O:24][C:25]([CH3:28])([CH3:27])[CH3:26])=[O:23])[CH2:18][CH2:17]2)[CH2:15]1. The catalyst is C(O)C. The product is [Si:1]([O:8][CH2:9][C:10]1([NH:13][CH2:15][C:16]2([OH:14])[CH2:17][CH2:18][N:19]([C:22]([O:24][C:25]([CH3:28])([CH3:27])[CH3:26])=[O:23])[CH2:20][CH2:21]2)[CH2:12][CH2:11]1)([C:4]([CH3:7])([CH3:6])[CH3:5])([CH3:3])[CH3:2]. The yield is 0.160. (5) The reactants are [C:1]1([C:14]2[CH:19]=[CH:18][CH:17]=[CH:16][CH:15]=2)[CH:6]=[CH:5][CH:4]=[CH:3][C:2]=1[NH:7][N:8]=[C:9]([C:12]#[N:13])[C:10]#[N:11].NC1C=CC=CC=1C1C=CC=CC=1.C(#N)CC#N.O.[NH2:39][NH2:40]. No catalyst specified. The product is [NH2:11][C:10]1[C:9](=[N:8][NH:7][C:2]2[CH:3]=[CH:4][CH:5]=[CH:6][C:1]=2[C:14]2[CH:15]=[CH:16][CH:17]=[CH:18][CH:19]=2)[C:12]([NH2:13])=[N:40][N:39]=1. The yield is 0.610.